Dataset: TCR-epitope binding with 47,182 pairs between 192 epitopes and 23,139 TCRs. Task: Binary Classification. Given a T-cell receptor sequence (or CDR3 region) and an epitope sequence, predict whether binding occurs between them. (1) The epitope is YLQPRTFLL. The TCR CDR3 sequence is CSARDGQGMNTGELFF. Result: 1 (the TCR binds to the epitope). (2) The epitope is ATVVIGTSK. The TCR CDR3 sequence is CACHADGRETQYF. Result: 0 (the TCR does not bind to the epitope). (3) The epitope is ILGLPTQTV. The TCR CDR3 sequence is CSVEGSTGGSYNEQFF. Result: 0 (the TCR does not bind to the epitope).